This data is from Peptide-MHC class II binding affinity with 134,281 pairs from IEDB. The task is: Regression. Given a peptide amino acid sequence and an MHC pseudo amino acid sequence, predict their binding affinity value. This is MHC class II binding data. (1) The peptide sequence is IKKYFAATQFEPLAA. The MHC is HLA-DPA10103-DPB10401 with pseudo-sequence HLA-DPA10103-DPB10401. The binding affinity (normalized) is 0.983. (2) The peptide sequence is GELQIVDKYDAAFKI. The MHC is DRB1_0401 with pseudo-sequence DRB1_0401. The binding affinity (normalized) is 0.296. (3) The peptide sequence is PEEIKQLQQFQKEDA. The MHC is DRB1_1101 with pseudo-sequence DRB1_1101. The binding affinity (normalized) is 0.300. (4) The peptide sequence is GCGSCFEIKCTKPEA. The MHC is HLA-DPA10201-DPB11401 with pseudo-sequence HLA-DPA10201-DPB11401. The binding affinity (normalized) is 0. (5) The binding affinity (normalized) is 0.387. The peptide sequence is EKKYFAATQTEPLAA. The MHC is HLA-DQA10501-DQB10301 with pseudo-sequence HLA-DQA10501-DQB10301.